This data is from Drug-target binding data from BindingDB using IC50 measurements. The task is: Regression. Given a target protein amino acid sequence and a drug SMILES string, predict the binding affinity score between them. We predict pIC50 (pIC50 = -log10(IC50 in M); higher means more potent). Dataset: bindingdb_ic50. The compound is O=c1[nH]nc(CCc2cccc(C(F)(F)F)c2)cc1O. The target protein (P18894) has sequence MRVAVIGAGVIGLSTALCIHERYHPTQPLHMKIYADRFTPFTTSDVAAGLWQPYLSDPSNPQEAEWSQQTFDYLLSCLHSPNAEKMGLALISGYNLFRDEVPDPFWKNAVLGFRKLTPSEMDLFPDYGYGWFNTSLLLEGKSYLPWLTERLTERGVKLIHRKVESLEEVARGVDVIINCTGVWAGALQADASLQPGRGQIIQVEAPWIKHFILTHDPSLGIYNSPYIIPGSKTVTLGGIFQLGNWSGLNSVRDHNTIWKSCCKLEPTLKNARIVGELTGFRPVRPQVRLEREWLRHGSSSAEVIHNYGHGGYGLTIHWGCAMEAANLFGKILEEKKLSRLPPSHL. The pIC50 is 8.6.